From a dataset of Reaction yield outcomes from USPTO patents with 853,638 reactions. Predict the reaction yield, written as a fraction of the theoretical maximum amount of product (1.0 means a 100% yield; for example, 0.34 means a 34% yield). (1) The reactants are Cl[C:2]1[CH:7]=[CH:6][N:5]=[C:4]2[CH:8]=[C:9]([C:11]([N:13]3[CH2:17][CH2:16][CH2:15][CH2:14]3)=[O:12])[S:10][C:3]=12.[F:18][C:19]1[CH:39]=[C:38]([N+:40]([O-:42])=[O:41])[CH:37]=[CH:36][C:20]=1[O:21]C1C=CN=C2C=C(C(N(C)C)=O)SC=12. No catalyst specified. The product is [F:18][C:19]1[CH:39]=[C:38]([N+:40]([O-:42])=[O:41])[CH:37]=[CH:36][C:20]=1[O:21][C:2]1[CH:7]=[CH:6][N:5]=[C:4]2[CH:8]=[C:9]([C:11]([N:13]3[CH2:17][CH2:16][CH2:15][CH2:14]3)=[O:12])[S:10][C:3]=12. The yield is 0.930. (2) The reactants are [CH:1]([C:3]1[C:4]([O:14][CH2:15][C:16]2[CH:41]=[CH:40][C:19]([O:20][CH2:21][C:22]3[N:23]=[C:24]([C:28]4[CH:33]=[CH:32][C:31]([CH2:34][C:35]([O:37][CH2:38][CH3:39])=[O:36])=[CH:30][CH:29]=4)[O:25][C:26]=3[CH3:27])=[C:18]([O:42][CH3:43])[CH:17]=2)=[N:5][N:6]([C:8]2[CH:13]=[CH:12][CH:11]=[CH:10][CH:9]=2)[CH:7]=1)=O.[CH2:44](P(=O)(OCC)OCC)[P:45](=[O:52])([O:49][CH2:50][CH3:51])[O:46][CH2:47][CH3:48].CN(C)C=O.[H-].[Na+]. The catalyst is O. The product is [CH2:47]([O:46][P:45](/[CH:44]=[CH:1]/[C:3]1[C:4]([O:14][CH2:15][C:16]2[CH:41]=[CH:40][C:19]([O:20][CH2:21][C:22]3[N:23]=[C:24]([C:28]4[CH:29]=[CH:30][C:31]([CH2:34][C:35]([O:37][CH2:38][CH3:39])=[O:36])=[CH:32][CH:33]=4)[O:25][C:26]=3[CH3:27])=[C:18]([O:42][CH3:43])[CH:17]=2)=[N:5][N:6]([C:8]2[CH:9]=[CH:10][CH:11]=[CH:12][CH:13]=2)[CH:7]=1)([O:49][CH2:50][CH3:51])=[O:52])[CH3:48]. The yield is 0.510. (3) The reactants are [CH3:1][C:2]1[CH:7]=[C:6]([CH3:8])[N:5]=[C:4]([NH2:9])[CH:3]=1.[I:10](O)(=O)(=O)=O.II.OO.OS(O)(=O)=O.[O-]S([O-])(=S)=O.[Na+].[Na+]. The catalyst is C(O)(=O)C. The yield is 0.800. The product is [I:10][C:7]1[C:2]([CH3:1])=[CH:3][C:4]([NH2:9])=[N:5][C:6]=1[CH3:8]. (4) The reactants are [C:1]([O:5][C:6]([N:8]1[C:12]2[CH:13]=[CH:14][CH:15]=[CH:16][C:11]=2[N:10]=[C:9]1[CH2:17][NH:18][CH:19]1[C:28]2[N:27]=[CH:26][CH:25]=[CH:24][C:23]=2[CH2:22][CH2:21][CH2:20]1)=[O:7])([CH3:4])([CH3:3])[CH3:2].[O:29]=[C:30]1[C:38]2[C:33](=[CH:34][CH:35]=[CH:36][CH:37]=2)[C:32](=[O:39])[N:31]1[CH2:40][CH2:41][C:42]1([CH:45]=O)[CH2:44][CH2:43]1.[BH-](OC(C)=O)(OC(C)=O)OC(C)=O.[Na+]. The catalyst is C(Cl)Cl. The product is [C:1]([O:5][C:6]([N:8]1[C:12]2[CH:13]=[CH:14][CH:15]=[CH:16][C:11]=2[N:10]=[C:9]1[CH2:17][N:18]([CH2:45][C:42]1([CH2:41][CH2:40][N:31]2[C:30](=[O:29])[C:38]3[C:33](=[CH:34][CH:35]=[CH:36][CH:37]=3)[C:32]2=[O:39])[CH2:44][CH2:43]1)[CH:19]1[C:28]2[N:27]=[CH:26][CH:25]=[CH:24][C:23]=2[CH2:22][CH2:21][CH2:20]1)=[O:7])([CH3:4])([CH3:2])[CH3:3]. The yield is 0.290. (5) The reactants are [Cl:1][C:2]1[C:7]([OH:8])=[C:6]([F:9])[C:5]([CH3:10])=[CH:4][CH:3]=1.C1OCCOCCOCCOCCOCCOC1.CC(C)([O-])C.[K+].[Br:35][C:36]1[CH:37]=[C:38](F)[C:39]([Cl:43])=[C:40]([F:42])[CH:41]=1. The yield is 0.381. The product is [Br:35][C:36]1[CH:41]=[C:40]([F:42])[C:39]([Cl:43])=[C:38]([O:8][C:7]2[C:6]([F:9])=[C:5]([CH3:10])[CH:4]=[CH:3][C:2]=2[Cl:1])[CH:37]=1. The catalyst is CS(C)=O.C1COCC1. (6) The reactants are [Cl:1][C:2]1[CH:3]=[C:4]([CH:12]=[CH:13][CH:14]=1)[C:5]([NH:7][NH:8][C:9](=[NH:11])[NH2:10])=O. The catalyst is O. The product is [Cl:1][C:2]1[CH:3]=[C:4]([C:5]2[N:10]=[C:9]([NH2:11])[NH:8][N:7]=2)[CH:12]=[CH:13][CH:14]=1. The yield is 0.630. (7) The reactants are CS(C)=[O:3].[C:5](Cl)(=[O:9])[C:6](Cl)=O.O[CH2:12][CH2:13][NH:14][C:15](=[O:27])[C:16]1[CH:21]=[C:20]([O:22][CH3:23])[C:19]([O:24][CH3:25])=[CH:18][C:17]=1[I:26].CCN([CH2:33][CH3:34])CC.C1C=CC(P(C2C=CC=CC=2)C2C=CC=CC=2)=CC=1. The catalyst is C(Cl)Cl. The product is [I:26][C:17]1[CH:18]=[C:19]([O:24][CH3:25])[C:20]([O:22][CH3:23])=[CH:21][C:16]=1[C:15]([NH:14][CH2:13]/[CH:12]=[CH:34]\[C:33]([O:9][CH2:5][CH3:6])=[O:3])=[O:27]. The yield is 0.340. (8) The reactants are [CH:1]1([NH:6][CH2:7][CH2:8][C:9]([O:11][CH3:12])=[O:10])[CH2:5][CH2:4][CH2:3][CH2:2]1.C([O-])([O-])=O.[K+].[K+].[Cl:19][C:20]1[N:25]=[C:24](Cl)[C:23]([N+:27]([O-:29])=[O:28])=[CH:22][N:21]=1.N1C=CC=NC=1. The catalyst is CC(C)=O. The product is [CH:1]1([N:6]([C:22]2[C:23]([N+:27]([O-:29])=[O:28])=[CH:24][N:25]=[C:20]([Cl:19])[N:21]=2)[CH2:7][CH2:8][C:9]([O:11][CH3:12])=[O:10])[CH2:2][CH2:3][CH2:4][CH2:5]1. The yield is 0.650.